Task: Regression/Classification. Given a drug SMILES string, predict its absorption, distribution, metabolism, or excretion properties. Task type varies by dataset: regression for continuous measurements (e.g., permeability, clearance, half-life) or binary classification for categorical outcomes (e.g., BBB penetration, CYP inhibition). For this dataset (lipophilicity_astrazeneca), we predict Y.. Dataset: Experimental lipophilicity measurements (octanol/water distribution) for 4,200 compounds from AstraZeneca (1) The drug is Cc1oc(S(C)(=O)=O)cc1-c1c2c(=O)n(C)c(=O)n(CC3CC3)c2nn1Cc1cn(C)c2ccc(Cl)cc12. The Y is 4.48 logD. (2) The molecule is O=S(=O)(CCCNCCc1ccc(O)c2nc(O)sc12)NCCOCCc1ccc(F)cc1. The Y is 1.57 logD.